This data is from Full USPTO retrosynthesis dataset with 1.9M reactions from patents (1976-2016). The task is: Predict the reactants needed to synthesize the given product. (1) Given the product [C:26]([O:25][C:23]([N:20]1[CH2:21][CH2:22][N:17]([C:14]2[CH:15]=[CH:16][C:11]([NH:10][C:4]3[N:5]=[C:6]([S:8][CH3:9])[N:7]4[CH:36]=[C:37]([C:38]([O:40][CH2:41][CH3:42])=[O:39])[N:1]=[C:2]4[C:3]=3[C:32](=[O:34])[NH2:33])=[C:12]([O:30][CH3:31])[CH:13]=2)[CH2:18][CH2:19]1)=[O:24])([CH3:29])([CH3:27])[CH3:28], predict the reactants needed to synthesize it. The reactants are: [NH2:1][C:2]1[N:7]=[C:6]([S:8][CH3:9])[N:5]=[C:4]([NH:10][C:11]2[CH:16]=[CH:15][C:14]([N:17]3[CH2:22][CH2:21][N:20]([C:23]([O:25][C:26]([CH3:29])([CH3:28])[CH3:27])=[O:24])[CH2:19][CH2:18]3)=[CH:13][C:12]=2[O:30][CH3:31])[C:3]=1[C:32](=[O:34])[NH2:33].Br[CH2:36][C:37](=O)[C:38]([O:40][CH2:41][CH3:42])=[O:39].O. (2) Given the product [CH2:12]([N:8]1[C:33](=[O:35])[C:32]2[C:31](=[CH:30][C:29]([Br:28])=[CH:37][CH:36]=2)[NH:38][C:39]1=[O:41])[CH:11]=[CH2:16], predict the reactants needed to synthesize it. The reactants are: F[P-](F)(F)(F)(F)F.[N:8]1(O[P+](N(C)C)(N(C)C)N(C)C)[C:12]2C=CC=[CH:16][C:11]=2N=N1.[Br:28][C:29]1[CH:37]=[CH:36][C:32]([C:33]([OH:35])=O)=[C:31]([NH:38][C:39]([O:41]CC)=O)[CH:30]=1.CN1CCOCC1.C(N)C=C.C1CCN2C(=NCCC2)CC1.